From a dataset of Human Reference Interactome with 51,813 positive PPI pairs across 8,248 proteins, plus equal number of experimentally-validated negative pairs. Binary Classification. Given two protein amino acid sequences, predict whether they physically interact or not. (1) Protein 1 (ENSG00000106052) has sequence MTSFQEVPLQTSNFAHVIFQNVAKSYLPNAHLECHYTLTPYIHPHPKDWVGIFKVGWSTARDYYTFLWSPMPEHYVEGSTVNCVLAFQGYYLPNDDGEFYQFCYVTHKGEIRGASTPFQFRASSPVEELLTMEDEGNSDMLVVTTKAGLLELKIEKTMKEKEELLKLIAVLEKETAQLREQVGRMERELNHEKERCDQLQAEQKGLTEVTQSLKMENEEFKKRFSDATSKAHQLEEDIVSVTHKAIEKETELDSLKDKLKKAQHEREQLECQLKTEKDEKELYKVHLKNTEIENTKLMSE.... Protein 2 (ENSG00000168672) has sequence MGNQVEKLTHLSYKEVPTADPTGVDRDDGPRIGVSYIFSNDDEDVEPQPPPQGPDGGGLPDGGDGPPPPQPQPYDPRLHEVECSVFYRDECIYQKSFAPGSAALSTYTPENLLNKCKPGDLVEFVSQAQYPHWAVYVGNFQVVHLHRLEVINSFLTDASQGRRGRVVNDLYRYKPLSSSAVVRNALAHVGAKERELSWRNSESFAAWCRYGKREFKIGGELRIGKQPYRLQIQLSAQRSHTLEFQSLEDLIMEKRRNDQIGRAAVLQELATHLHPAEPEEGDSNVARTTPPPGRPPAPSS.... Result: 1 (the proteins interact). (2) Protein 1 (ENSG00000113761) has sequence MEYPAPATVQAADGGAAGPYSSSELLEGQEPDGVRFDRERARRLWEAVSGAQPVGREEVEHMIQKNQCLFTNTQCKVCCALLISESQKLAHYQSKKHANKVKRYLAIHGMETLKGETKKLDSDQKSSRSKDKNQCCPICNMTFSSPVVAQSHYLGKTHAKNLKLKQQSTKVEALHQNREMIDPDKFCSLCHATFNDPVMAQQHYVGKKHRKQETKLKLMARYGRLADPAVTDFPAGKGYPCKTCKIVLNSIEQYQAHVSGFKHKNQSPKTVASSLGQIPMQRQPIQKDSTTLED*MEYPA.... Protein 2 (ENSG00000165209) has sequence MVKHSTIYPSPEELEAVQNMVSTVECALKHVSDWLDETNKGTKTEGETEVKKDEAGENYSKDQGGRTLCGVMRIGLVAKGLLIKDDMDLELVLMCKDKPTETLLNTVKDNLPIQIQKLTEEKYQVEQCVNEASIIIRNTKEPTLTLKVILTSPLIRDELEKKDGENVSMKDPPDLLDRQKCLNALASLRHAKWFQARANGLKSCVIVLRILRDLCNRVPTWAPLKGWPLELICEKSIGTCNRPLGAGEALRRVMECLASGILLPGGPGLHDPCERDPTDALSYMTIQQKEDITHSAQHAL.... Result: 1 (the proteins interact). (3) Protein 1 (ENSG00000108509) has sequence MNTKDTTEVAENSHHLKIFLPKKLLECLPRCPLLPPERLRWNTNEEIASYLITFEKHDEWLSCAPKTRPQNGSIILYNRKKVKYRKDGYLWKKRKDGKTTREDHMKLKVQGMECLYGCYVHSSIVPTFHRRCYWLLQNPDIVLVHYLNVPALEDCGKGCSPIFCSISSDRREWLKWSREELLGQLKPMFHGIKWSCGNGTEEFSVEHLVQQILDTHPTKPAPRTHACLCSGGLGSGSLTHKCSSTKHRIISPKVEPRALTLTSIPHAHPPEPPPLIAPLPPELPKAHTSPSSSSSSSSSG.... Protein 2 (ENSG00000162959) has sequence MSNRVVCREASHAGSWYTASGPQLNAQLEGWLSQVQSTKRPARAIIAPHAGYTYCGSCAAHAYKQVDPSITRRIFILGPSHHVPLSRCALSSVDIYRTPLYDLRIDQKIYGELWKTGMFERMSLQTDEDEHSIEMHLPYTAKAMESHKDEFTIIPVLVGALSESKEQEFGKLFSKYLADPSNLFVVSSDFCHWGQRFRYSYYDESQGEIYRSIEHLDKMGMSIIEQLDPVSFSNYLKKYHNTICGRHPIGVLLNAITELQKNGMNMSFSFLNYAQSSQCRNWQDSSVSYAAGALTVH*MP.... Result: 1 (the proteins interact). (4) Protein 1 (ENSG00000101444) has sequence MSDKLPYKVADIGLAAWGRKALDIAENEMPGLMRMRERYSASKPLKGARIAGCLHMTVETAVLIETLVTLGAEVQWSSCNIFSTQDHAAAAIAKAGIPVYAWKGETDEEYLWCIEQTLYFKDGPLNMILDDGGDLTNLIHTKYPQLLPGIRGISEETTTGVHNLYKMMANGILKVPAINVNDSVTKSKFDNLYGCRESLIDGIKRATDVMIAGKVAVVAGYGDVGKGCAQALRGFGARVIITEIDPINALQAAMEGYEVTTMDEACQEGNIFVTTTGCIDIILGRHFEQMKDDAIVCNIG.... Protein 2 (ENSG00000108479) has sequence MAALRQPQVAELLAEARRAFREEFGAEPELAVSAPGRVNLIGEHTDYNQGLVLPMALELMTVLVGSPRKDGLVSLLTTSEGADEPQRLQFPLPTAQRSLEPGTPRWANYVKGVIQYYPAAPLPGFSAVVVSSVPLGGGLSSSASLEVATYTFLQQLCPDSGTIAARAQVCQQAEHSFAGMPCGIMDQFISLMGQKGHALLIDCRSLETSLVPLSDPKLAVLITNSNVRHSLASSEYPVRRRQCEEVARALGKESLREVQLEELEAARDLVSKEGFRRARHVVGEIRRTAQAAAALRRGDY.... Result: 0 (the proteins do not interact). (5) Protein 1 (ENSG00000259956) has sequence MKRQSERDSSPSGRGSSSSAKRPREREREAEAGGRRAAHKASGGAKHPVPARARDKPRGSGSGGGGHRDGRGTGDANHRASSGRSSGSGAGGGGRGGKASGDPGASGMSPRASPLPPPPPPPGAEPACPGSSAAAPEYKTLLISSLSPALPAEHLEDRLFHQFKRFGEISLRLSHTPELGRVAYVNFRHPQDAREARQHALARQLLLYDRPLKVEPVYLRGGGGSSRRSSSSSAAASTPPPGPPAPADPLGYLPLHGGYQYKQRSLSPVAAPPLREPRARHAAAAFALDAAAAAAVGLSR.... Protein 2 (ENSG00000127989) has sequence MQSLSLGQTSISKGLNYLTIMAPGNLWHMRNNFLFGSRCWMTRFSAENIFKSVSFRLFGVKCHNTDSEPLKNEDLLKNLLTMGVDIDMARKRQPGVFHRMITNEQDLKMFLLSKGASKEVIASIISRYPRAITRTPENLSKRWDLWRKIVTSDLEIVNILERSPESFFRSNNNLNLENNIKFLYSVGLTRKCLCRLLTNAPRTFSNSLDLNKQMVEFLQAAGLSLGHNDPADFVRKIIFKNPFILIQSTKRVKANIEFLRSTFNLNSEELLVLICGPGAEILDLSNDYARRSYANIKEKL.... Result: 0 (the proteins do not interact). (6) Protein 1 (ENSG00000121361) has sequence MLARKSIIPEEYVLARIAAENLRKPRIRDRLPKARFIAKSGACNLAHKNIREQGRFLQDIFTTLVDLKWRHTLVIFTMSFLCSWLLFAIMWWLVAFAHGDIYAYMEKSGMEKSGLESTVCVTNVRSFTSAFLFSIEVQVTIGFGGRMMTEECPLAITVLILQNIVGLIINAVMLGCIFMKTAQAHRRAETLIFSRHAVIAVRNGKLCFMFRVGDLRKSMIISASVRIQVVKKTTTPEGEVVPIHQLDIPVDNPIESNNIFLVAPLIICHVIDKRSPLYDISATDLANQDLEVIVILEGVV.... Protein 2 (ENSG00000121900) has sequence MCLRLGGLSVGDFRKVLMKTGLVLVVLGHVSFITAALFHGTVLRYVGTPQDAVALQYCVVNILSVTSAIVGKALLAACTFGSSELLALAPDCPFDPTRIYSSSLCLWGIALVLCVAENVFAVRCAQLTHQLLELRPWWGKSSHHMMRENPELVEGRDLLSCTSSEPLTL*MCLRLGGLSVGDFRKVLMKTGLVLVVLGHVSFITAALFHGTVLRYVGTPQDAVALQYCVVNILSVTSAIVVITSGIAAIVLSRYLPSTPLRWTVFSSSVACALLSLTCALGLLASIAMTFATQGKALLAA.... Result: 1 (the proteins interact). (7) Protein 1 (ENSG00000101017) has sequence MVRLPLQCVLWGCLLTAVHPEPPTACREKQYLINSQCCSLCQPGQKLVSDCTEFTETECLPCGESEFLDTWNRETHCHQHKYCDPNLGLRVQQKGTSETDTICTCEEGWHCTSEACESCVLHRSCSPGFGVKQIATGVSDTICEPCPVGFFSNVSSAFEKCHPWTRSPGSAESPGGDPHHLRDPVCHPLGAGLYQKGGQEANQ*MVRLPLQCVLWGCLLTAVHPEPPTACREKQYLINSQCCSLCQPGQKLVSDCTEFTETECLPCGESEFLDTWNRETHCHQHKYCDPNLGLRVQQKGT.... Protein 2 (ENSG00000162144) has sequence MVSGRFYLSCLLLGSLGSMCILFTIYWMQYWRGGFAWNGSIYMFNWHPVLMVAGMVVFYGGASLVYRLPQSWVGPKLPWKLLHAALHLMAFVLTVVGLVAVFTFHNHGRTANLYSLHSWLGITTVFLFACQWFLGFAVFLLPWASMWLRSLLKPIHVFFGAAILSLSIASVISGINEKLFFSLKNTTRPYHSLPSEAVFANSTGMLVVAFGLLVLYILLASSWKRPEPGILTDRQPLLHDGE*MGKNFSDSFLSRECVIRMVSGRFYLSCLLLGSLGSMCILFTIYWMQYWRGGFAWNGS.... Result: 1 (the proteins interact). (8) Protein 1 (ENSG00000173918) has sequence MYPATAVPQINITILKGEKGDRGDRGLQGKYGKTGSAGARGHTGPKGQKGSMGAPGERCKSHYAAFSVGRKKPMHSNHYYQTVIFDTEFVNLYDHFNMFTGKFYCYVPGLYFFSLNVHTWNQKETYLHIMKNEEEVVILFAQVGDRSIMQSQSLMLELREQDQVWVRLYKGERENAIFSEELDTYITFSGYLVKHATEP*MGSRGQGLLLAYCLLLAFASGLVLSRVPHVQGEQQEWEGTEELPSPPDHAERAEEQHEKYRPSQDQGLPASRCLRCCDPGTSMYPATAVPQINITILKGE.... Protein 2 (ENSG00000169330) has sequence METSQETSLFLVKILEELDSKQNTVSYQDLCKSLCARFDLSQLAKLRSVLFYTACLDPNFPATLFKDKMKCTVNNQQSKKIMVAADIVTIFNLIQMNGGAAKEKLPTGRQKVRKKEASFESCRSDTEICNAAECEPLNCELSERSFSRGYPIRQSSKCRKMDCKDCPQFVPASEPNFLLGVSKEVKNRAASLDRLQALAPYSVTSPQPCEMQRTYFPMNIENESISDQDSLPINQSIKETFISNEEPFVVQSCVQKRNIFKEDFHNLMAVSPSLVGPISKAENEHREPQSRKEPHKPPFF.... Result: 0 (the proteins do not interact). (9) Protein 1 (ENSG00000125319) has sequence MACSLQKLFAVEEEFEDEDFLSAVEDAENRFTGSLPVNAGRLRPVSSRPQETVQAQSSRLLLLHPTAPSEALGLPDLDLCLPASSTPSADSRPSCIGAAPLRPVSTSSSWIGNQRRVTVTEVLRETARPQSSALHPLLTFESQQQQVGGFEGPEQDEFDKVLASMELEEPGMELECGVSSEAIPILPAQQREGSVLAKKARVVDLSGSCQKGPVPAIHKAGIMSAQDESLDPVIQCRTPRPPLRPGAVGHLPVPTALTVPTQQLHWEVCPQRSPVQALQPLQAARGTIQSSPQNRFPCQP.... Protein 2 (ENSG00000204176) has sequence DEHFIFQVSSKTITQRVLKFSVYHVDRQRKHQLLGQVLFPLKNETLVGDCRRVIWRDLEAESLEPPSEFGDLQFCLSYNDYLSRLTVVVLRAKGLRLQEDRGIVSVFVKVSLMNHNKFVKCKKTSAVLGSINPVYNETFSFKADATELDTASLSLTVVQNMEGDKQATTVELFLFHLTSG*MGVVLSPHPAPSRREPLAPLAPGTRPGWSPAVSGSSRSALRPSTAGPGPGPGTGWGGTAASGRWVPAPAVHCAAPRAAAGHQQHHGPPLCSPDGAPRRFKRRPGSPAPAAQTGETSLRE.... Result: 0 (the proteins do not interact). (10) Protein 1 (ENSG00000170476) has sequence MRLSLPLLLLLLGAWAIPGGLGDRAPLTATAPQLDDEEMYSAHMPAHLRCDACRAVAYQMWQNLAKAETKLHTSNSGGRRELSELVYTDVLDRSCSRNWQDYGVREVDQVKRLTGPGLSEGPEPSISVMVTGGPWPTRLSRTCLHYLGEFGEDQIYEAHQQGRGALEALLCGGPQGACSEKVSATREEL*MRLSLPLLLLLLGAWAIPGGLGDRAPLTATAPQLDDEEMYSAHMPAHLRCDACRAVAYQRLCSYPPHLPLTEQQS*MRLSLPLLLLLLGAWAIPGGLGDRAPLTATAPQL.... Protein 2 (ENSG00000043093) has sequence MNKLKSSQKDKVRQFMIFTQSSEKTAVSCLSQNDWKLDVATDNFFQNPELYIRESVKGSLDRKKLEQLYNRYKDPQDENKIGIDGIQQFCDDLALDPASISVLIIAWKFRAATQCEFSKQEFMDGMTELGCDSIEKLKAQIPKMEQELKEPGRFKDFYQFTFNFAKNPGQKGLDLEMAIAYWNLVLNGRFKFLDLWNKFLLEHHKRSIPKDTWNLLLDFSTMIADDMSNYDEEGAWPVLIDDFVEFARPQIAGTKSTTV*MIFTQSSEKTAVSCLSQNDWKLDVATDNFFQNPELYIRES.... Result: 0 (the proteins do not interact).